From a dataset of Merck oncology drug combination screen with 23,052 pairs across 39 cell lines. Regression. Given two drug SMILES strings and cell line genomic features, predict the synergy score measuring deviation from expected non-interaction effect. Drug 1: CN(Cc1cnc2nc(N)nc(N)c2n1)c1ccc(C(=O)NC(CCC(=O)O)C(=O)O)cc1. Drug 2: COC1CC2CCC(C)C(O)(O2)C(=O)C(=O)N2CCCCC2C(=O)OC(C(C)CC2CCC(OP(C)(C)=O)C(OC)C2)CC(=O)C(C)C=C(C)C(O)C(OC)C(=O)C(C)CC(C)C=CC=CC=C1C. Cell line: NCIH460. Synergy scores: synergy=-11.1.